Dataset: Catalyst prediction with 721,799 reactions and 888 catalyst types from USPTO. Task: Predict which catalyst facilitates the given reaction. (1) Reactant: [CH2:1]([O:3][C:4]([C:6]1[N:11]=[C:10](Br)[C:9]2[N:13]=[C:14]([C:16]3[CH:21]=[CH:20][CH:19]=[CH:18][CH:17]=3)[S:15][C:8]=2[C:7]=1[OH:22])=[O:5])[CH3:2].[CH2:23]([Sn]([CH2:23][CH2:24][CH2:25][CH3:26])([CH2:23][CH2:24][CH2:25][CH3:26])[CH2:23][CH2:24][CH2:25][CH3:26])[CH2:24][CH2:25][CH3:26]. Product: [CH2:1]([O:3][C:4]([C:6]1[N:11]=[C:10]([CH2:23][CH2:24][CH2:25][CH3:26])[C:9]2[N:13]=[C:14]([C:16]3[CH:21]=[CH:20][CH:19]=[CH:18][CH:17]=3)[S:15][C:8]=2[C:7]=1[OH:22])=[O:5])[CH3:2]. The catalyst class is: 558. (2) Reactant: [OH:1][C:2]1[C:3]([C:8]([O:10][CH2:11][CH3:12])=[O:9])=[N:4][CH:5]=[CH:6][CH:7]=1.[CH2:13]([Si:17](Cl)([CH2:22][CH2:23][CH2:24][CH3:25])[CH2:18][CH2:19][CH2:20][CH3:21])[CH2:14][CH2:15][CH3:16].N1C=CN=C1.O. Product: [CH2:22]([Si:17]([CH2:13][CH2:14][CH2:15][CH3:16])([CH2:18][CH2:19][CH2:20][CH3:21])[O:1][C:2]1[C:3]([C:8]([O:10][CH2:11][CH3:12])=[O:9])=[N:4][CH:5]=[CH:6][CH:7]=1)[CH2:23][CH2:24][CH3:25]. The catalyst class is: 2. (3) Reactant: [N+:1]([C:4]1[CH:9]=[CH:8][C:7]([O:10][P:11]([CH3:19])([C:13]2[CH:18]=[CH:17][CH:16]=[CH:15][CH:14]=2)=[O:12])=[CH:6][CH:5]=1)([O-])=O.[NH:20]1[C:28]2[C:23](=[CH:24][CH:25]=[CH:26][CH:27]=2)[CH:22]=[C:21]1[C:29]1C2C(=CC=C(O)C=2)N[N:30]=1.N12CCCN=C1CCCCC2. Product: [NH:20]1[C:28]2[C:23](=[CH:24][CH:25]=[CH:26][CH:27]=2)[CH:22]=[C:21]1[C:29]1[C:9]2[C:4](=[CH:5][CH:6]=[C:7]([O:10][P:11]([CH3:19])([C:13]3[CH:18]=[CH:17][CH:16]=[CH:15][CH:14]=3)=[O:12])[CH:8]=2)[NH:1][N:30]=1. The catalyst class is: 4. (4) Reactant: [N+:1]([C:4]1[CH:14]([CH2:15][N:16]2[CH2:21][CH2:20][N:19]([CH2:22][C:23]3[CH:28]=[CH:27][C:26]([N:29]4[CH:33]=[CH:32][N:31]=[CH:30]4)=[CH:25][CH:24]=3)[CH2:18][CH2:17]2)[CH:8]2[CH2:9][C:10]([CH3:13])([CH3:12])[O:11][C:7]2=[C:6]([CH3:34])[C:5]=1[CH3:35])([O-])=O.[Cl-].[NH4+].C(O)C. Product: [NH2:1][C:4]1[CH:14]([CH2:15][N:16]2[CH2:21][CH2:20][N:19]([CH2:22][C:23]3[CH:24]=[CH:25][C:26]([N:29]4[CH:33]=[CH:32][N:31]=[CH:30]4)=[CH:27][CH:28]=3)[CH2:18][CH2:17]2)[CH:8]2[CH2:9][C:10]([CH3:12])([CH3:13])[O:11][C:7]2=[C:6]([CH3:34])[C:5]=1[CH3:35]. The catalyst class is: 739. (5) Reactant: [C:1]([O:9][CH:10]1[CH2:15][CH2:14][N:13]([CH2:16][CH:17](OS(C)(=O)=O)[CH2:18][C:19]#[N:20])[CH2:12][CH:11]1[F:26])(=[O:8])[C:2]1[CH:7]=[CH:6][CH:5]=[CH:4][CH:3]=1.[NH:27]1[CH:31]=[C:30]([C:32]2[C:33]3[CH:40]=[CH:39][N:38]([CH2:41][O:42][CH2:43][CH2:44][Si:45]([CH3:48])([CH3:47])[CH3:46])[C:34]=3[N:35]=[CH:36][N:37]=2)[CH:29]=[N:28]1.C(=O)([O-])[O-].[K+].[K+]. Product: [C:1]([O:9][CH:10]1[CH2:15][CH2:14][N:13]([CH2:16][CH:17]([N:27]2[CH:31]=[C:30]([C:32]3[C:33]4[CH:40]=[CH:39][N:38]([CH2:41][O:42][CH2:43][CH2:44][Si:45]([CH3:48])([CH3:47])[CH3:46])[C:34]=4[N:35]=[CH:36][N:37]=3)[CH:29]=[N:28]2)[CH2:18][C:19]#[N:20])[CH2:12][CH:11]1[F:26])(=[O:8])[C:2]1[CH:7]=[CH:6][CH:5]=[CH:4][CH:3]=1. The catalyst class is: 39.